Dataset: Aqueous solubility values for 9,982 compounds from the AqSolDB database. Task: Regression/Classification. Given a drug SMILES string, predict its absorption, distribution, metabolism, or excretion properties. Task type varies by dataset: regression for continuous measurements (e.g., permeability, clearance, half-life) or binary classification for categorical outcomes (e.g., BBB penetration, CYP inhibition). For this dataset (solubility_aqsoldb), we predict Y. (1) The drug is C#CCN(CC)CC. The Y is -0.602 log mol/L. (2) The compound is COC(=O)/C=C(\C)N. The Y is -0.806 log mol/L. (3) The Y is -1.96 log mol/L. The drug is COCOc1ccc2c3c1OC1C(O)CCC4C(C2)N(C)CCC341. (4) The compound is C/C=C/C(=O)C1C(C)=CCCC1(C)C. The Y is -3.14 log mol/L. (5) The drug is C=C(OCC)C1C(C)(C)CC(=O)CC1(C)C. The Y is -3.64 log mol/L. (6) The drug is CNCC(O)c1ccc(O)c(O)c1. The Y is -0.960 log mol/L. (7) The molecule is Oc1ccc(C(c2ccc(O)cc2)c2ccccn2)cc1. The Y is -4.52 log mol/L.